Dataset: Full USPTO retrosynthesis dataset with 1.9M reactions from patents (1976-2016). Task: Predict the reactants needed to synthesize the given product. (1) Given the product [NH:19]1[C:27]2[C:22](=[CH:23][CH:24]=[C:25]([NH:28][C:2]3[CH:17]=[C:6]4[C:7]5[C:12]([CH2:13][CH2:14][N:5]4[C:4](=[O:18])[N:3]=3)=[CH:11][C:10]([O:15][CH3:16])=[CH:9][CH:8]=5)[CH:26]=2)[CH:21]=[N:20]1, predict the reactants needed to synthesize it. The reactants are: Cl[C:2]1[CH:17]=[C:6]2[C:7]3[C:12]([CH2:13][CH2:14][N:5]2[C:4](=[O:18])[N:3]=1)=[CH:11][C:10]([O:15][CH3:16])=[CH:9][CH:8]=3.[NH:19]1[C:27]2[C:22](=[CH:23][CH:24]=[C:25]([NH2:28])[CH:26]=2)[CH:21]=[N:20]1. (2) Given the product [CH3:1][S:2][C:7](=[NH:9])[NH2:6].[NH2:6][CH2:10][CH2:11][CH2:12][CH2:13][CH2:14][C:15]([OH:17])=[O:16], predict the reactants needed to synthesize it. The reactants are: [CH3:1][S:2](O)(=O)=O.[NH:6]([CH2:10][CH2:11][CH2:12][CH2:13][CH2:14][C:15]([OH:17])=[O:16])[C:7]([NH2:9])=N. (3) Given the product [N:29]1([CH2:2][CH2:3][O:4][C:5]2[CH:14]=[C:13]3[C:8]([C:9]([O:15][C:16]4[CH:21]=[C:20]([CH3:22])[C:19]([CH3:23])=[CH:18][C:17]=4[C:24](=[O:26])[CH3:25])=[CH:10][CH:11]=[N:12]3)=[CH:7][C:6]=2[O:27][CH3:28])[CH:33]=[CH:32][N:31]=[CH:30]1, predict the reactants needed to synthesize it. The reactants are: Cl[CH2:2][CH2:3][O:4][C:5]1[CH:14]=[C:13]2[C:8]([C:9]([O:15][C:16]3[CH:21]=[C:20]([CH3:22])[C:19]([CH3:23])=[CH:18][C:17]=3[C:24](=[O:26])[CH3:25])=[CH:10][CH:11]=[N:12]2)=[CH:7][C:6]=1[O:27][CH3:28].[NH:29]1[CH:33]=[CH:32][N:31]=[CH:30]1.C(=O)([O-])[O-].[K+].[K+].O. (4) Given the product [I:1][C:2]1[NH:6][C:5]([C@@H:7]2[CH2:11][CH2:10][CH2:9][NH:8]2)=[N:4][CH:3]=1, predict the reactants needed to synthesize it. The reactants are: [I:1][C:2]1[NH:6][C:5]([C@@H:7]2[CH2:11][CH2:10][CH2:9][N:8]2C(OC(C)(C)C)=O)=[N:4][CH:3]=1.Cl.O1CCOCC1. (5) Given the product [Cl:35][C:30]1[CH:29]=[C:28]([C@@H:27]2[O:26][CH2:25][CH2:24][N:23]([C:36]([O:38][C:39]([CH3:42])([CH3:41])[CH3:40])=[O:37])[CH2:22][C@H:21]2[CH2:20][N:11]([CH2:10][CH2:9][OH:8])[C:12](=[O:19])[CH2:13][N:14]2[CH2:18][CH2:17][CH2:16][CH2:15]2)[CH:33]=[CH:32][C:31]=1[Cl:34], predict the reactants needed to synthesize it. The reactants are: [Si]([O:8][CH2:9][CH2:10][N:11]([CH2:20][C@H:21]1[C@H:27]([C:28]2[CH:33]=[CH:32][C:31]([Cl:34])=[C:30]([Cl:35])[CH:29]=2)[O:26][CH2:25][CH2:24][N:23]([C:36]([O:38][C:39]([CH3:42])([CH3:41])[CH3:40])=[O:37])[CH2:22]1)[C:12](=[O:19])[CH2:13][N:14]1[CH2:18][CH2:17][CH2:16][CH2:15]1)(C(C)(C)C)(C)C.[F-].C([N+](CCCC)(CCCC)CCCC)CCC. (6) Given the product [C:9]([O:13][C:14]([N:16]1[CH2:21][CH2:20][C:19]([C:22](=[O:23])[NH:6][C:5]2[CH:7]=[CH:8][C:2]([Cl:1])=[CH:3][CH:4]=2)([C:25]#[N:26])[CH2:18][CH2:17]1)=[O:15])([CH3:12])([CH3:11])[CH3:10], predict the reactants needed to synthesize it. The reactants are: [Cl:1][C:2]1[CH:8]=[CH:7][C:5]([NH2:6])=[CH:4][CH:3]=1.[C:9]([O:13][C:14]([N:16]1[CH2:21][CH2:20][C:19]([C:25]#[N:26])([C:22](O)=[O:23])[CH2:18][CH2:17]1)=[O:15])([CH3:12])([CH3:11])[CH3:10].CN(C(ON1N=NC2C=CC=NC1=2)=[N+](C)C)C.F[P-](F)(F)(F)(F)F.CCN(C(C)C)C(C)C. (7) Given the product [F:39][C:40]([F:49])([F:50])[CH:41]([CH3:48])[CH:42]([C:12]1[CH:11]=[CH:10][C:9]([CH3:14])=[CH:8][CH:13]=1)[C:43]([O:45][CH2:46][CH3:47])=[O:44], predict the reactants needed to synthesize it. The reactants are: C1(P(C2CCCCC2)[C:8]2[CH:13]=[CH:12][CH:11]=[CH:10][C:9]=2[C:14]2C=CC=CC=2N(C)C)CCCCC1.C[Si](C)(C)[N-][Si](C)(C)C.[Li+].[F:39][C:40]([F:50])([F:49])[CH:41]([CH3:48])[CH2:42][C:43]([O:45][CH2:46][CH3:47])=[O:44].BrC1C=CC(C)=CC=1. (8) Given the product [CH:1]([O:4][C:5]1[CH:10]=[CH:9][C:8]([C:11]([N:13]2[CH2:14][CH2:15][C:16]3([O:23][CH2:22][CH:21]([C:24]4[CH:29]=[CH:28][CH:27]=[CH:26][CH:25]=4)[NH:20][CH2:19]3)[CH2:17][CH2:18]2)=[O:12])=[CH:7][C:6]=1[O:39][CH3:40])([CH3:3])[CH3:2], predict the reactants needed to synthesize it. The reactants are: [CH:1]([O:4][C:5]1[CH:10]=[CH:9][C:8]([C:11]([N:13]2[CH2:18][CH2:17][C:16]3([O:23][CH2:22][CH:21]([C:24]4[CH:29]=[CH:28][CH:27]=[CH:26][CH:25]=4)[N:20](CC4C=CC(OC)=CC=4)[CH2:19]3)[CH2:15][CH2:14]2)=[O:12])=[CH:7][C:6]=1[O:39][CH3:40])([CH3:3])[CH3:2].C([O-])=O.[NH4+].